From a dataset of Forward reaction prediction with 1.9M reactions from USPTO patents (1976-2016). Predict the product of the given reaction. The product is: [CH3:12][C:5]1[CH:6]=[C:7]([N+:9]([O-:11])=[O:10])[CH:8]=[C:3]2[C:4]=1[NH:13][CH:2]=[CH:1]2. Given the reactants [C:1]([C:3]1[CH:8]=[C:7]([N+:9]([O-:11])=[O:10])[CH:6]=[C:5]([CH3:12])[C:4]=1[NH2:13])#[CH:2].[K].CC(C)([O-])C.O.C(OCC)(=O)C, predict the reaction product.